Task: Predict the product of the given reaction.. Dataset: Forward reaction prediction with 1.9M reactions from USPTO patents (1976-2016) (1) Given the reactants [C:1](Cl)(=[O:5])[CH:2]([CH3:4])[CH3:3].[Cl-].[Al+3].[Cl-].[Cl-].[CH3:11][O:12][C:13]([C:15]1[NH:16][CH:17]=[CH:18][CH:19]=1)=[O:14], predict the reaction product. The product is: [CH3:11][O:12][C:13]([C:15]1[NH:16][CH:17]=[C:18]([C:1](=[O:5])[CH:2]([CH3:4])[CH3:3])[CH:19]=1)=[O:14]. (2) Given the reactants [F:1][C:2]1[CH:25]=[CH:24][CH:23]=[C:22]([C:26]([F:29])([F:28])[F:27])[C:3]=1[C:4]([NH:6][C:7]1[S:18][C:10]2[C:11]([CH3:17])([CH3:16])[O:12][C:13]([CH3:15])([CH3:14])[C:9]=2[C:8]=1[C:19](O)=[O:20])=[O:5].Cl.[F:31][C:32]([F:37])([F:36])[CH2:33][CH2:34][NH2:35], predict the reaction product. The product is: [F:1][C:2]1[CH:25]=[CH:24][CH:23]=[C:22]([C:26]([F:28])([F:27])[F:29])[C:3]=1[C:4]([NH:6][C:7]1[S:18][C:10]2[C:11]([CH3:16])([CH3:17])[O:12][C:13]([CH3:15])([CH3:14])[C:9]=2[C:8]=1[C:19]([NH:35][CH2:34][CH2:33][C:32]([F:37])([F:36])[F:31])=[O:20])=[O:5]. (3) Given the reactants Cl[C:2]1[CH:7]=[CH:6][N:5]=[C:4]([NH2:8])[C:3]=1[N+:9]([O-:11])=[O:10].[CH3:12][O-:13].[Na+], predict the reaction product. The product is: [CH3:12][O:13][C:2]1[CH:7]=[CH:6][N:5]=[C:4]([NH2:8])[C:3]=1[N+:9]([O-:11])=[O:10]. (4) Given the reactants [CH2:1]([N:8]1[C:16]2[C:11](=[CH:12][C:13]([NH:17][C:18]3[C:27]4[C:22](=[CH:23][CH:24]=[C:25](I)[CH:26]=4)[N:21]=[CH:20][N:19]=3)=[CH:14][CH:15]=2)[CH:10]=[N:9]1)[C:2]1[CH:7]=[CH:6][CH:5]=[CH:4][CH:3]=1.C([Sn]([C:42]#[N:43])(CCCC)CCCC)CCC, predict the reaction product. The product is: [CH2:1]([N:8]1[C:16]2[C:11](=[CH:12][C:13]([NH:17][C:18]3[C:27]4[C:22](=[CH:23][CH:24]=[C:25]([C:42]#[N:43])[CH:26]=4)[N:21]=[CH:20][N:19]=3)=[CH:14][CH:15]=2)[CH:10]=[N:9]1)[C:2]1[CH:7]=[CH:6][CH:5]=[CH:4][CH:3]=1. (5) Given the reactants [CH2:1]([O:3][C:4](=[O:17])[CH2:5][N:6]1[C:14]2[C:9](=[CH:10][C:11]([F:15])=[CH:12][CH:13]=2)[CH:8]=[C:7]1[CH3:16])[CH3:2].[CH:18]1([S:24]([C:27]2[CH:34]=[CH:33][CH:32]=[CH:31][C:28]=2[CH:29]=O)(=[O:26])=[O:25])[CH2:23][CH2:22][CH2:21][CH2:20][CH2:19]1.C([SiH](CC)CC)C.C(O)(C(F)(F)F)=O.C([O-])(O)=O.[Na+], predict the reaction product. The product is: [CH:18]1([S:24]([C:27]2[CH:34]=[CH:33][CH:32]=[CH:31][C:28]=2[CH2:29][C:8]2[C:9]3[C:14](=[CH:13][CH:12]=[C:11]([F:15])[CH:10]=3)[N:6]([CH2:5][C:4]([O:3][CH2:1][CH3:2])=[O:17])[C:7]=2[CH3:16])(=[O:25])=[O:26])[CH2:19][CH2:20][CH2:21][CH2:22][CH2:23]1. (6) Given the reactants CC1(C)[O:7][C:6](=O)[CH:5]=[C:4]([CH3:9])O1.[NH2:11][C:12]([CH2:18][CH3:19])=[CH:13][C:14](=[O:17])[CH2:15][CH3:16], predict the reaction product. The product is: [CH2:18]([C:12]1[NH:11][C:4]([CH3:9])=[CH:5][C:6](=[O:7])[C:13]=1[C:14](=[O:17])[CH2:15][CH3:16])[CH3:19]. (7) The product is: [Br:1][C:2]1[C:3]([F:13])=[CH:4][C:5]([O:11][CH3:12])=[C:6]([CH:7]=1)[NH2:8]. Given the reactants [Br:1][C:2]1[CH:7]=[C:6]([N+:8]([O-])=O)[C:5]([O:11][CH3:12])=[CH:4][C:3]=1[F:13].[Cl-].[NH4+], predict the reaction product. (8) Given the reactants [F:1][C:2]([F:26])([F:25])[CH2:3][O:4][C:5]1[CH:24]=[CH:23][C:8]([O:9][C:10]2[CH:11]=[C:12]([CH:20]=[CH:21][CH:22]=2)[CH:13]=[C:14]2[CH2:19][CH2:18][NH:17][CH2:16][CH2:15]2)=[CH:7][CH:6]=1.[N:27]1[CH:32]=[CH:31][CH:30]=[C:29]([NH:33][C:34](=O)[O:35]C2C=CC=CC=2)[N:28]=1.C(N(CC)CC)C, predict the reaction product. The product is: [N:27]1[CH:32]=[CH:31][CH:30]=[C:29]([NH:33][C:34]([N:17]2[CH2:16][CH2:15][C:14](=[CH:13][C:12]3[CH:20]=[CH:21][CH:22]=[C:10]([O:9][C:8]4[CH:7]=[CH:6][C:5]([O:4][CH2:3][C:2]([F:1])([F:25])[F:26])=[CH:24][CH:23]=4)[CH:11]=3)[CH2:19][CH2:18]2)=[O:35])[N:28]=1.